From a dataset of Forward reaction prediction with 1.9M reactions from USPTO patents (1976-2016). Predict the product of the given reaction. Given the reactants [CH3:1][N:2]1[CH2:7][CH2:6][C:5]([CH2:15][NH2:16])([C:8]2[CH:13]=[CH:12][CH:11]=[C:10]([F:14])[CH:9]=2)[CH2:4][CH2:3]1.[C:17]([C:19]1[C:20]([CH2:32][CH3:33])=[C:21]([C:29](Cl)=[O:30])[C:22]2[C:27]([CH:28]=1)=[CH:26][CH:25]=[CH:24][CH:23]=2)#[N:18], predict the reaction product. The product is: [CH3:1][N:2]1[CH2:7][CH2:6][C:5]([C:8]2[CH:13]=[CH:12][CH:11]=[C:10]([F:14])[CH:9]=2)([CH2:15][NH:16][C:29]([C:21]2[C:22]3[C:27](=[CH:26][CH:25]=[CH:24][CH:23]=3)[CH:28]=[C:19]([C:17]#[N:18])[C:20]=2[CH2:32][CH3:33])=[O:30])[CH2:4][CH2:3]1.